From a dataset of Full USPTO retrosynthesis dataset with 1.9M reactions from patents (1976-2016). Predict the reactants needed to synthesize the given product. (1) Given the product [CH3:48][O:47][N:46]=[CH:45][C:41]1[CH:42]=[C:43]([CH3:44])[C:35]2[N:34]=[C:18]([C:17]3[N:13]([C:8]4[C:7]([Cl:6])=[CH:12][CH:11]=[CH:10][N:9]=4)[N:14]=[C:15]([O:21][CH2:22][CH:23]([F:25])[F:24])[CH:16]=3)[O:20][C:37](=[O:38])[C:36]=2[CH:40]=1, predict the reactants needed to synthesize it. The reactants are: CS(Cl)(=O)=O.[Cl:6][C:7]1[C:8]([N:13]2[C:17]([C:18]([OH:20])=O)=[CH:16][C:15]([O:21][CH2:22][CH:23]([F:25])[F:24])=[N:14]2)=[N:9][CH:10]=[CH:11][CH:12]=1.CC1C=CC=C(C)N=1.[NH2:34][C:35]1[C:43]([CH3:44])=[CH:42][C:41](/[CH:45]=[N:46]/[O:47][CH3:48])=[CH:40][C:36]=1[C:37](O)=[O:38]. (2) Given the product [O:8]1[C:7]2([CH2:12][CH2:13][CH2:14][C@H:5]([CH2:4][NH2:1])[CH2:6]2)[O:11][CH2:10][CH2:9]1, predict the reactants needed to synthesize it. The reactants are: [N+:1]([CH2:4][C@H:5]1[CH2:14][CH2:13][CH2:12][C:7]2([O:11][CH2:10][CH2:9][O:8]2)[CH2:6]1)([O-])=O. (3) Given the product [C:10]([O:14][C:15]([N:17]1[CH2:21][CH:20]=[C:19]([C:22]2[CH:23]=[N:24][CH:25]=[C:26]([NH2:1])[CH:27]=2)[CH2:18]1)=[O:16])([CH3:13])([CH3:12])[CH3:11], predict the reactants needed to synthesize it. The reactants are: [NH:1]1C[C@H](O)C[C@H]1C(O)=O.[C:10]([O:14][C:15]([N:17]1[CH2:21][CH:20]=[C:19]([C:22]2[CH:23]=[N:24][CH:25]=[C:26](Br)[CH:27]=2)[CH2:18]1)=[O:16])([CH3:13])([CH3:12])[CH3:11].N.O. (4) Given the product [C:10]([CH2:11][CH2:12][NH:3][C:2]([CH3:4])([C:5]([OH:7])=[O:6])[CH3:1])#[N:13], predict the reactants needed to synthesize it. The reactants are: [CH3:1][C:2]([C:5]([OH:7])=[O:6])([CH3:4])[NH2:3].[OH-].[Na+].[C:10](#[N:13])[CH:11]=[CH2:12].C(O)(=O)C. (5) Given the product [C:7]([C:4]1[C:3]([C:9]2[CH:14]=[N:13][CH:12]=[CH:11][N:10]=2)=[C:2]([NH:1][C:27](=[O:28])[CH2:26][C:21]2[CH:22]=[CH:23][CH:24]=[C:25]3[C:20]=2[CH:19]=[CH:18][CH:17]=[N:16]3)[S:6][CH:5]=1)#[N:8], predict the reactants needed to synthesize it. The reactants are: [NH2:1][C:2]1[S:6][CH:5]=[C:4]([C:7]#[N:8])[C:3]=1[C:9]1[CH:14]=[N:13][CH:12]=[CH:11][N:10]=1.Cl.[N:16]1[C:25]2[C:20](=[C:21]([CH2:26][C:27](O)=[O:28])[CH:22]=[CH:23][CH:24]=2)[CH:19]=[CH:18][CH:17]=1. (6) Given the product [F:1][C:2]1[CH:3]=[N:4][C:5]([NH:8][CH2:9][CH:10]2[CH2:15][CH2:14][NH:13][CH2:12][CH2:11]2)=[N:6][CH:7]=1, predict the reactants needed to synthesize it. The reactants are: [F:1][C:2]1[CH:3]=[N:4][C:5]([NH:8][CH2:9][CH:10]2[CH2:15][CH2:14][N:13](C(OCC3C=CC=CC=3)=O)[CH2:12][CH2:11]2)=[N:6][CH:7]=1.